This data is from NCI-60 drug combinations with 297,098 pairs across 59 cell lines. The task is: Regression. Given two drug SMILES strings and cell line genomic features, predict the synergy score measuring deviation from expected non-interaction effect. (1) Drug 1: CN1CCC(CC1)COC2=C(C=C3C(=C2)N=CN=C3NC4=C(C=C(C=C4)Br)F)OC. Drug 2: C1CC(=O)NC(=O)C1N2C(=O)C3=CC=CC=C3C2=O. Cell line: HL-60(TB). Synergy scores: CSS=5.16, Synergy_ZIP=6.22, Synergy_Bliss=10.9, Synergy_Loewe=4.45, Synergy_HSA=3.34. (2) Drug 1: CC12CCC(CC1=CCC3C2CCC4(C3CC=C4C5=CN=CC=C5)C)O. Drug 2: CC1=C2C(C(=O)C3(C(CC4C(C3C(C(C2(C)C)(CC1OC(=O)C(C(C5=CC=CC=C5)NC(=O)C6=CC=CC=C6)O)O)OC(=O)C7=CC=CC=C7)(CO4)OC(=O)C)O)C)OC(=O)C. Cell line: MALME-3M. Synergy scores: CSS=29.2, Synergy_ZIP=0.662, Synergy_Bliss=4.84, Synergy_Loewe=-8.61, Synergy_HSA=4.92. (3) Cell line: HCC-2998. Drug 2: C1=CN(C=N1)CC(O)(P(=O)(O)O)P(=O)(O)O. Drug 1: CC1=C(C=C(C=C1)C(=O)NC2=CC(=CC(=C2)C(F)(F)F)N3C=C(N=C3)C)NC4=NC=CC(=N4)C5=CN=CC=C5. Synergy scores: CSS=2.04, Synergy_ZIP=-1.33, Synergy_Bliss=-3.60, Synergy_Loewe=-0.672, Synergy_HSA=-3.09.